Dataset: Forward reaction prediction with 1.9M reactions from USPTO patents (1976-2016). Task: Predict the product of the given reaction. (1) Given the reactants [N:1]1([NH:7][C:8]([C:10]2[CH2:14][CH:13]([C:15]3[CH:20]=[CH:19][C:18]([Cl:21])=[CH:17][CH:16]=3)[N:12]([C:22]3[CH:27]=[CH:26][C:25]([Cl:28])=[CH:24][C:23]=3[Cl:29])[N:11]=2)=[O:9])[CH2:6][CH2:5][CH2:4][CH2:3][CH2:2]1.C(O)C, predict the reaction product. The product is: [ClH:21].[N:1]1([NH:7][C:8]([C:10]2[CH2:14][CH:13]([C:15]3[CH:16]=[CH:17][C:18]([Cl:21])=[CH:19][CH:20]=3)[N:12]([C:22]3[CH:27]=[CH:26][C:25]([Cl:28])=[CH:24][C:23]=3[Cl:29])[N:11]=2)=[O:9])[CH2:6][CH2:5][CH2:4][CH2:3][CH2:2]1. (2) Given the reactants [NH2:1][C:2]1[CH:3]=[C:4]([C:8]2[N:13]3[N:14]=[CH:15][C:16]([C:17]([C:19]4[S:20][CH:21]=[CH:22][CH:23]=4)=[O:18])=[C:12]3[N:11]=[CH:10][CH:9]=2)[CH:5]=[CH:6][CH:7]=1.[Cl:24][CH2:25][CH2:26][CH2:27][C:28](Cl)=[O:29], predict the reaction product. The product is: [Cl:24][CH2:25][CH2:26][CH2:27][C:28]([NH:1][C:2]1[CH:7]=[CH:6][CH:5]=[C:4]([C:8]2[N:13]3[N:14]=[CH:15][C:16]([C:17]([C:19]4[S:20][CH:21]=[CH:22][CH:23]=4)=[O:18])=[C:12]3[N:11]=[CH:10][CH:9]=2)[CH:3]=1)=[O:29]. (3) Given the reactants [N:1]1[CH:6]=[CH:5][C:4]([C:7]2[S:11][C:10]([C:12]([OH:14])=O)=[CH:9][CH:8]=2)=[CH:3][CH:2]=1.[F:15][C:16]1[CH:21]=[CH:20][C:19]([CH2:22][NH2:23])=[CH:18][CH:17]=1, predict the reaction product. The product is: [F:15][C:16]1[CH:21]=[CH:20][C:19]([CH2:22][NH:23][C:12]([C:10]2[S:11][C:7]([C:4]3[CH:3]=[CH:2][N:1]=[CH:6][CH:5]=3)=[CH:8][CH:9]=2)=[O:14])=[CH:18][CH:17]=1. (4) Given the reactants Cl.[NH:2]1[CH2:5][CH:4]([C:6]2[CH:27]=[CH:26][C:9]3[C:10]4[N:11]=[C:12]([C:18]5[N:19]([CH:23]([CH3:25])[CH3:24])[N:20]=[CH:21][N:22]=5)[S:13][C:14]=4[CH2:15][CH2:16][O:17][C:8]=3[CH:7]=2)[CH2:3]1.[CH3:28][S:29](Cl)(=[O:31])=[O:30], predict the reaction product. The product is: [CH:23]([N:19]1[C:18]([C:12]2[S:13][C:14]3[CH2:15][CH2:16][O:17][C:8]4[CH:7]=[C:6]([CH:4]5[CH2:5][N:2]([S:29]([CH3:28])(=[O:31])=[O:30])[CH2:3]5)[CH:27]=[CH:26][C:9]=4[C:10]=3[N:11]=2)=[N:22][CH:21]=[N:20]1)([CH3:25])[CH3:24]. (5) Given the reactants C(OC([N:8]1[CH2:13][CH2:12][CH:11]([CH:14]([NH:19][C:20](=[O:41])[C:21]2[CH:26]=[CH:25][C:24]([C:27]3[O:28][C:29]4[C:35]([CH:36]([CH3:38])[CH3:37])=[CH:34][C:33]([C:39]#[N:40])=[CH:32][C:30]=4[N:31]=3)=[CH:23][CH:22]=2)[C:15]([O:17][CH3:18])=[O:16])[CH2:10][CH2:9]1)=O)(C)(C)C.C(O)(C(F)(F)F)=O.O.C(=O)([O-])[O-].[K+].[K+], predict the reaction product. The product is: [C:39]([C:33]1[CH:34]=[C:35]([CH:36]([CH3:38])[CH3:37])[C:29]2[O:28][C:27]([C:24]3[CH:23]=[CH:22][C:21]([C:20]([NH:19][CH:14]([CH:11]4[CH2:12][CH2:13][NH:8][CH2:9][CH2:10]4)[C:15]([O:17][CH3:18])=[O:16])=[O:41])=[CH:26][CH:25]=3)=[N:31][C:30]=2[CH:32]=1)#[N:40]. (6) Given the reactants Cl[C:2]1[C:11]2[C:6](=[N:7][CH:8]=[CH:9][CH:10]=2)[N:5]=[C:4]([C:12]2[CH:17]=[C:16]([F:18])[CH:15]=[C:14]([F:19])[CH:13]=2)[C:3]=1[CH3:20].[CH3:21][O:22][C:23]1[CH:24]=[C:25]([C:29]2[CH:30]=[N:31][C:32]([N:36]3[CH2:41][CH2:40][O:39][CH2:38][CH2:37]3)=[CH:33][C:34]=2[NH2:35])[CH:26]=[N:27][CH:28]=1.CC(C1C=C(C(C)C)C(C2C=CC=CC=2P(C2CCCCC2)C2CCCCC2)=C(C(C)C)C=1)C.CC(C)([O-])C.[Na+], predict the reaction product. The product is: [F:19][C:14]1[CH:13]=[C:12]([C:4]2[C:3]([CH3:20])=[C:2]([NH:35][C:34]3[CH:33]=[C:32]([N:36]4[CH2:37][CH2:38][O:39][CH2:40][CH2:41]4)[N:31]=[CH:30][C:29]=3[C:25]3[CH:26]=[N:27][CH:28]=[C:23]([O:22][CH3:21])[CH:24]=3)[C:11]3[C:6](=[N:7][CH:8]=[CH:9][CH:10]=3)[N:5]=2)[CH:17]=[C:16]([F:18])[CH:15]=1.